From a dataset of Catalyst prediction with 721,799 reactions and 888 catalyst types from USPTO. Predict which catalyst facilitates the given reaction. (1) Reactant: [NH2:1][C:2]1[C:7]([F:8])=[CH:6][N:5]([S:9]([C:12]2[CH:17]=[CH:16][CH:15]=[CH:14][CH:13]=2)(=[O:11])=[O:10])[C:4](=[O:18])[N:3]=1.[C:19](=O)([O-])[O-].[K+].[K+].IC. Product: [C:12]1([S:9]([N:5]2[CH:6]=[C:7]([F:8])[C:2](=[NH:1])[N:3]([CH3:19])[C:4]2=[O:18])(=[O:10])=[O:11])[CH:17]=[CH:16][CH:15]=[CH:14][CH:13]=1. The catalyst class is: 9. (2) Reactant: [NH3:1].[F:2][C:3]1[CH:4]=[C:5]2[C:10](=[CH:11][CH:12]=1)[O:9][CH:8]([CH:13]1[CH2:15][O:14]1)[CH2:7][CH2:6]2. Product: [F:2][C:3]1[CH:12]=[CH:11][C:10]2[O:9][CH:8]([CH:13]([CH2:15][NH2:1])[OH:14])[CH2:7][CH2:6][C:5]=2[CH:4]=1. The catalyst class is: 5. (3) Reactant: C(Cl)(=O)C(Cl)=O.C[N:8](C)[CH:9]=[O:10].[Br:12][C:13]1[CH:14]=[C:15](C(O)=O)[CH:16]=[N:17][CH:18]=1. Product: [Br:12][C:13]1[CH:14]=[C:15]([C:9]([NH2:8])=[O:10])[CH:16]=[N:17][CH:18]=1. The catalyst class is: 4. (4) Reactant: [C:1]([CH2:3][C:4]1[C:13]2[C:8](=[CH:9][C:10]([O:16][CH3:17])=[C:11]([O:14][CH3:15])[CH:12]=2)[N:7]=[CH:6][C:5]=1[C:18]#[N:19])#[N:2].[OH:20][CH2:21][C:22]1[N:23]=[CH:24][NH:25][CH:26]=1. Product: [NH2:19][C:18]1[N:2]=[C:1]([N:25]2[CH:26]=[C:22]([CH2:21][OH:20])[N:23]=[CH:24]2)[CH:3]=[C:4]2[C:5]=1[CH:6]=[N:7][C:8]1[CH:9]=[C:10]([O:16][CH3:17])[C:11]([O:14][CH3:15])=[CH:12][C:13]2=1. The catalyst class is: 1. (5) Reactant: [F:1][C:2]1[CH:3]=[C:4]([C:14]2([OH:21])[CH2:17][CH:16]([C:18]([OH:20])=O)[CH2:15]2)[CH:5]=[CH:6][C:7]=1[CH2:8][N:9]1[CH2:13][CH2:12][CH2:11][CH2:10]1.[CH2:22]([NH2:26])[CH:23]([CH3:25])[CH3:24].C(P1(=O)OP(CCC)(=O)OP(CCC)(=O)O1)CC.C([O-])(O)=O.[Na+]. Product: [CH2:22]([NH:26][C:18]([CH:16]1[CH2:17][C:14]([C:4]2[CH:5]=[CH:6][C:7]([CH2:8][N:9]3[CH2:10][CH2:11][CH2:12][CH2:13]3)=[C:2]([F:1])[CH:3]=2)([OH:21])[CH2:15]1)=[O:20])[CH:23]([CH3:25])[CH3:24]. The catalyst class is: 674. (6) Reactant: [NH2:1][C:2]1[CH:11]=[C:10]([C:12]([NH2:14])=O)[CH:9]=[CH:8][C:3]=1[C:4]([O:6][CH3:7])=[O:5].C(N(CC)CC)C.[F:22][C:23]([F:34])([F:33])[C:24](O[C:24](=[O:25])[C:23]([F:34])([F:33])[F:22])=[O:25]. Product: [C:12]([C:10]1[CH:9]=[CH:8][C:3]([C:4]([O:6][CH3:7])=[O:5])=[C:2]([NH:1][C:24](=[O:25])[C:23]([F:34])([F:33])[F:22])[CH:11]=1)#[N:14]. The catalyst class is: 7. (7) The catalyst class is: 314. Product: [CH2:11]([O:10][C:5]1[CH:6]=[CH:7][CH:8]=[CH:9][C:4]=1[NH2:1])[CH2:12][CH3:13]. Reactant: [N+:1]([C:4]1[CH:9]=[CH:8][CH:7]=[CH:6][C:5]=1[O:10][CH2:11][CH2:12][CH3:13])([O-])=O.[NH4+].[Cl-].